Dataset: Full USPTO retrosynthesis dataset with 1.9M reactions from patents (1976-2016). Task: Predict the reactants needed to synthesize the given product. (1) The reactants are: C([N:20]1[CH:24]=[C:23]([C:25]2[CH:40]=[CH:39][CH:38]=[CH:37][C:26]=2[O:27][CH2:28][CH2:29][C:30]2[CH:36]=[CH:35][C:33]([NH2:34])=[CH:32][CH:31]=2)[N:22]=[CH:21]1)(C1C=CC=CC=1)(C1C=CC=CC=1)C1C=CC=CC=1.Cl[C:42](Cl)([O:44]C(=O)OC(Cl)(Cl)Cl)Cl.C(N(CC)CC)C.[O:60]1[CH2:65][CH2:64][CH:63]([NH:66][OH:67])[CH2:62][CH2:61]1. Given the product [NH:20]1[CH:24]=[C:23]([C:25]2[CH:40]=[CH:39][CH:38]=[CH:37][C:26]=2[O:27][CH2:28][CH2:29][C:30]2[CH:31]=[CH:32][C:33]([NH:34][C:42](=[O:44])[N:66]([OH:67])[CH:63]3[CH2:64][CH2:65][O:60][CH2:61][CH2:62]3)=[CH:35][CH:36]=2)[N:22]=[CH:21]1, predict the reactants needed to synthesize it. (2) Given the product [NH2:12][C:11]1[O:32][C:31]2[N:27]([C:21]3[CH:26]=[CH:25][CH:24]=[CH:23][CH:22]=3)[N:28]=[C:1]([C:2]3[CH:7]=[CH:6][CH:5]=[CH:4][CH:3]=3)[C:30]=2[CH:29]([C:33]2[CH:38]=[CH:37][CH:36]=[CH:35][CH:34]=2)[C:10]=1[C:9]#[N:13], predict the reactants needed to synthesize it. The reactants are: [CH:1](=O)[C:2]1[CH:7]=[CH:6][CH:5]=[CH:4][CH:3]=1.[C:9](#[N:13])[CH2:10][C:11]#[N:12].C(N(CC)CC)C.[C:21]1([N:27]2[C:31](=[O:32])[CH2:30][C:29]([C:33]3[CH:38]=[CH:37][CH:36]=[CH:35][CH:34]=3)=[N:28]2)[CH:26]=[CH:25][CH:24]=[CH:23][CH:22]=1. (3) Given the product [Cl:1][C:2]1[N:6]2[CH:7]=[C:8]([CH:15]3[CH2:17][CH2:16]3)[CH:9]=[C:10]([C:11]([F:14])([F:12])[F:13])[C:5]2=[N:4][C:3]=1[C:18]([N:20]1[CH2:25][CH2:24][C@H:23]([N:26]2[CH2:30][CH2:29][CH2:28][C:27]2=[O:31])[C@H:22]([OH:32])[CH2:21]1)=[O:19], predict the reactants needed to synthesize it. The reactants are: [Cl:1][C:2]1[N:6]2[CH:7]=[C:8]([CH:15]3[CH2:17][CH2:16]3)[CH:9]=[C:10]([C:11]([F:14])([F:13])[F:12])[C:5]2=[N:4][C:3]=1[C:18]([N:20]1[CH2:25][CH2:24][C@H:23]([N:26]2[CH2:30][CH2:29][CH2:28][C:27]2=[O:31])[C@H:22]([O:32][Si](C(C)(C)C)(C)C)[CH2:21]1)=[O:19].C1COCC1.CCCC[N+](CCCC)(CCCC)CCCC.[F-]. (4) Given the product [ClH:1].[Cl:1][C:2]1[N:7]=[C:6]([N:28]2[CH2:29][CH2:30][CH:25]([OH:24])[CH2:26][CH2:27]2)[CH:5]=[C:4]([C:9]2[CH:10]=[N:11][N:12]([CH3:14])[CH:13]=2)[N:3]=1, predict the reactants needed to synthesize it. The reactants are: [Cl:1][C:2]1[N:7]=[C:6](Cl)[CH:5]=[C:4]([C:9]2[CH:10]=[N:11][N:12]([CH3:14])[CH:13]=2)[N:3]=1.CCN(C(C)C)C(C)C.[OH:24][CH:25]1[CH2:30][CH2:29][NH:28][CH2:27][CH2:26]1. (5) Given the product [CH3:1][N:2]([CH2:3][C:4]1[CH:12]=[C:11]2[C:7]([CH:8]=[CH:9][N:10]2[CH3:13])=[CH:6][CH:5]=1)[C:28](=[O:29])[CH:27]=[CH:26][C:21]1[CH:22]=[N:23][C:24]2[NH:25][C:16](=[O:15])[CH2:17][CH2:18][C:19]=2[CH:20]=1, predict the reactants needed to synthesize it. The reactants are: [CH3:1][NH:2][CH2:3][C:4]1[CH:12]=[C:11]2[C:7]([CH:8]=[CH:9][N:10]2[CH3:13])=[CH:6][CH:5]=1.Cl.[O:15]=[C:16]1[NH:25][C:24]2[N:23]=[CH:22][C:21](/[CH:26]=[CH:27]/[C:28](O)=[O:29])=[CH:20][C:19]=2[CH2:18][CH2:17]1.